This data is from Peptide-MHC class II binding affinity with 134,281 pairs from IEDB. The task is: Regression. Given a peptide amino acid sequence and an MHC pseudo amino acid sequence, predict their binding affinity value. This is MHC class II binding data. (1) The peptide sequence is LKDLWDYMLNSTGGI. The MHC is DRB1_1101 with pseudo-sequence DRB1_1101. The binding affinity (normalized) is 0.570. (2) The peptide sequence is SDSWLKDSAIMVASD. The MHC is DRB1_1101 with pseudo-sequence DRB1_1101. The binding affinity (normalized) is 0.495. (3) The peptide sequence is YDSFLANVSTVLTGK. The MHC is DRB1_1602 with pseudo-sequence DRB1_1602. The binding affinity (normalized) is 0.773. (4) The peptide sequence is NTARLMAGAGPAPML. The MHC is HLA-DPA10301-DPB10402 with pseudo-sequence HLA-DPA10301-DPB10402. The binding affinity (normalized) is 0.0706. (5) The peptide sequence is ITAHLKRLWKMLDPR. The MHC is DRB4_0103 with pseudo-sequence DRB4_0103. The binding affinity (normalized) is 0.808. (6) The peptide sequence is IKGTAPFETHANRIV. The MHC is DRB3_0101 with pseudo-sequence DRB3_0101. The binding affinity (normalized) is 0.213. (7) The binding affinity (normalized) is 0.541. The peptide sequence is QFELYKRTDIVEVDR. The MHC is DRB4_0103 with pseudo-sequence DRB4_0103. (8) The peptide sequence is AAVAAAASVPAADKF. The MHC is HLA-DQA10101-DQB10501 with pseudo-sequence HLA-DQA10101-DQB10501. The binding affinity (normalized) is 0.